From a dataset of Full USPTO retrosynthesis dataset with 1.9M reactions from patents (1976-2016). Predict the reactants needed to synthesize the given product. Given the product [CH2:1]([N:8]1[C:9]2[CH:14]=[CH:13][CH:12]=[CH:11][C:10]=2[C:20]2[O:19][C:17](=[O:18])[CH:16]=[C:15]([OH:23])[C:21]=2[C:26]1=[O:32])[C:2]1[CH:7]=[CH:6][CH:5]=[CH:4][CH:3]=1, predict the reactants needed to synthesize it. The reactants are: [CH2:1]([NH:8][C:9]1[CH:14]=[CH:13][CH:12]=[CH:11][CH:10]=1)[C:2]1[CH:7]=[CH:6][CH:5]=[CH:4][CH:3]=1.[C:15]([O:23]CC)(=O)[CH2:16][C:17]([O:19][CH2:20][CH3:21])=[O:18].[C:26]1([O:32]C2C=CC=CC=2)C=CC=CC=1.